Predict the reactants needed to synthesize the given product. From a dataset of Full USPTO retrosynthesis dataset with 1.9M reactions from patents (1976-2016). (1) The reactants are: [Br:1][C:2]1[CH:7]=[CH:6][C:5]([CH:8]([OH:14])[CH2:9][NH:10][CH2:11][CH2:12][OH:13])=[CH:4][C:3]=1[F:15].[C:16](O[C:16]([O:18][C:19]([CH3:22])([CH3:21])[CH3:20])=[O:17])([O:18][C:19]([CH3:22])([CH3:21])[CH3:20])=[O:17]. Given the product [C:19]([O:18][C:16](=[O:17])[N:10]([CH2:9][CH:8]([C:5]1[CH:6]=[CH:7][C:2]([Br:1])=[C:3]([F:15])[CH:4]=1)[OH:14])[CH2:11][CH2:12][OH:13])([CH3:22])([CH3:21])[CH3:20], predict the reactants needed to synthesize it. (2) Given the product [CH3:1][C:2]1[C:3]([O:13][CH3:14])=[CH:4][C:5]([N+:10]([O-:12])=[O:11])=[C:6]([OH:8])[CH:7]=1, predict the reactants needed to synthesize it. The reactants are: [CH3:1][C:2]1[CH:7]=[C:6]([O:8]C)[C:5]([N+:10]([O-:12])=[O:11])=[CH:4][C:3]=1[O:13][CH3:14].B(Cl)(Cl)Cl. (3) Given the product [CH:27]1([NH:34][C:2]2[C:3]3[C:10]([C:11]4[CH:12]=[CH:13][CH:14]=[CH:15][CH:16]=4)=[C:9]([C:17]4[CH:18]=[C:19]([O:25][CH3:26])[CH:20]=[C:21]([O:23][CH3:24])[CH:22]=4)[O:8][C:4]=3[N:5]=[CH:6][N:7]=2)[CH2:33][CH2:32][CH2:31][CH2:30][CH2:29][CH2:28]1, predict the reactants needed to synthesize it. The reactants are: Cl[C:2]1[C:3]2[C:10]([C:11]3[CH:16]=[CH:15][CH:14]=[CH:13][CH:12]=3)=[C:9]([C:17]3[CH:22]=[C:21]([O:23][CH3:24])[CH:20]=[C:19]([O:25][CH3:26])[CH:18]=3)[O:8][C:4]=2[N:5]=[CH:6][N:7]=1.[CH:27]1([NH2:34])[CH2:33][CH2:32][CH2:31][CH2:30][CH2:29][CH2:28]1.[OH-].[Na+].